This data is from Reaction yield outcomes from USPTO patents with 853,638 reactions. The task is: Predict the reaction yield, written as a fraction of the theoretical maximum amount of product (1.0 means a 100% yield; for example, 0.34 means a 34% yield). The reactants are [F:1][C:2]1[CH:3]=[CH:4][CH:5]=[C:6]2[C:10]=1[NH:9][C:8](=[O:11])[C:7]2=[O:12].IC.[C:15](=O)([O-])[O-].[K+].[K+]. The catalyst is CN(C=O)C.C(OCC)(=O)C. The product is [F:1][C:2]1[CH:3]=[CH:4][CH:5]=[C:6]2[C:10]=1[N:9]([CH3:15])[C:8](=[O:11])[C:7]2=[O:12]. The yield is 0.970.